This data is from Full USPTO retrosynthesis dataset with 1.9M reactions from patents (1976-2016). The task is: Predict the reactants needed to synthesize the given product. (1) The reactants are: Cl.[Cl:2][C:3]1[CH:22]=[CH:21][C:6]([O:7][C@@H:8]([C:15]2[CH:20]=[CH:19][CH:18]=[CH:17][CH:16]=2)[C@H:9]2[O:14][CH2:13][CH2:12][NH:11][CH2:10]2)=[C:5]([O:23][CH3:24])[CH:4]=1.N#N. Given the product [ClH:2].[Cl:2][C:3]1[CH:22]=[CH:21][C:6]([O:7][C@@H:8]([C:15]2[CH:20]=[CH:19][CH:18]=[CH:17][CH:16]=2)[C@H:9]2[O:14][CH2:13][CH2:12][NH:11][CH2:10]2)=[C:5]([O:23][CH3:24])[CH:4]=1, predict the reactants needed to synthesize it. (2) Given the product [CH2:1]([O:3][C:4]([N:6]1[C:15]2[C:10](=[N:11][C:12]([O:16][CH3:17])=[CH:13][CH:14]=2)[C@@H:9]([NH:18][C:19]2[N:24]=[C:23]([CH2:25][C:26]3[CH:27]=[C:28]([C:36]([F:37])([F:39])[F:38])[CH:29]=[C:30]([C:32]([F:34])([F:33])[F:35])[CH:31]=3)[C:22]([S:40]([OH:41])(=[O:42])=[O:56])=[CH:21][N:20]=2)[CH2:8][C@H:7]1[CH2:49][CH3:50])=[O:5])[CH3:2], predict the reactants needed to synthesize it. The reactants are: [CH2:1]([O:3][C:4]([N:6]1[C:15]2[C:10](=[N:11][C:12]([O:16][CH3:17])=[CH:13][CH:14]=2)[C@@H:9]([NH:18][C:19]2[N:24]=[C:23]([CH2:25][C:26]3[CH:31]=[C:30]([C:32]([F:35])([F:34])[F:33])[CH:29]=[C:28]([C:36]([F:39])([F:38])[F:37])[CH:27]=3)[C:22]([S:40](CCC(OC)=O)(=[O:42])=[O:41])=[CH:21][N:20]=2)[CH2:8][C@H:7]1[CH2:49][CH3:50])=[O:5])[CH3:2].[OH-].[Na+].Cl.C(OCC)(=[O:56])C. (3) Given the product [Br:8][C:18]1[C:17]2[C:12](=[N:13][CH:14]=[CH:15][CH:16]=2)[N:11]([S:19]([C:22]2[CH:27]=[CH:26][CH:25]=[CH:24][CH:23]=2)(=[O:20])=[O:21])[C:10]=1[CH3:9], predict the reactants needed to synthesize it. The reactants are: C1C(=O)N([Br:8])C(=O)C1.[CH3:9][C:10]1[N:11]([S:19]([C:22]2[CH:27]=[CH:26][CH:25]=[CH:24][CH:23]=2)(=[O:21])=[O:20])[C:12]2[C:17]([CH:18]=1)=[CH:16][CH:15]=[CH:14][N:13]=2.O. (4) Given the product [CH3:19][O:20][CH2:21][C:7]1[C:6]([CH:10]=[CH:27][N:14]2[CH2:18][CH2:17][CH2:16][CH2:15]2)=[C:5]([N+:11]([O-:13])=[O:12])[CH:4]=[CH:9][CH:8]=1, predict the reactants needed to synthesize it. The reactants are: COC[C:4]1[C:5]([N+:11]([O-:13])=[O:12])=[C:6]([CH3:10])[CH:7]=[CH:8][CH:9]=1.[NH:14]1[CH2:18][CH2:17][CH2:16][CH2:15]1.[CH3:19][O:20][CH:21](OC)N(C)C.[CH3:27]N(C)C=O. (5) Given the product [O:50]=[C:49]1[CH:25]([NH:30][C:6](=[O:8])[CH:5]([CH2:4][CH:1]2[CH2:2][CH2:3]2)[CH:9]([OH:14])[CH2:10][CH2:11][CH2:12][CH3:13])[CH2:26][CH2:27][CH2:28][CH2:46][N:47]1[CH2:48][C:1]1[CH:2]=[CH:3][CH:44]=[C:45]([NH:40][C:41]2[CH:42]=[CH:10][CH:9]=[CH:5][CH:6]=2)[CH:4]=1, predict the reactants needed to synthesize it. The reactants are: [CH:1]1([CH2:4][CH:5]([CH:9]([OH:14])[CH2:10][CH2:11][CH2:12][CH3:13])[C:6]([OH:8])=O)[CH2:3][CH2:2]1.CN(C(ON1N=[N:30][C:25]2[CH:26]=[CH:27][CH:28]=NC1=2)=[N+](C)C)C.F[P-](F)(F)(F)(F)F.C[N:40]1[CH2:45][CH2:44]O[CH2:42][CH2:41]1.[CH3:46][N:47]([CH:49]=[O:50])[CH3:48]. (6) Given the product [C:21]([N:6]1[C:5]2[CH:25]=[CH:26][C:2]([C:31]3[CH:30]=[N:29][C:28]([NH2:27])=[N:33][CH:32]=3)=[CH:3][C:4]=2[N:8]=[C:7]1[C:9]1[CH:14]=[CH:13][CH:12]=[CH:11][C:10]=1[C:15]1[N:19]=[CH:18][N:17]([CH3:20])[N:16]=1)([CH3:23])([CH3:22])[CH3:24], predict the reactants needed to synthesize it. The reactants are: Br[C:2]1[CH:26]=[CH:25][C:5]2[N:6]([C:21]([CH3:24])([CH3:23])[CH3:22])[C:7]([C:9]3[CH:14]=[CH:13][CH:12]=[CH:11][C:10]=3[C:15]3[N:19]=[CH:18][N:17]([CH3:20])[N:16]=3)=[N:8][C:4]=2[CH:3]=1.[NH2:27][C:28]1[N:33]=[CH:32][C:31](B2OC(C)(C)C(C)(C)O2)=[CH:30][N:29]=1.C([O-])([O-])=O.[Na+].[Na+]. (7) The reactants are: [NH2:1][C:2]1[C:6]([C:7](=[O:9])[NH2:8])=[CH:5][N:4]([C:10]2([CH2:23][C:24]#[N:25])[CH2:15][CH2:14][N:13]([C:16]([O:18][C:19]([CH3:22])([CH3:21])[CH3:20])=[O:17])[CH2:12][CH2:11]2)[N:3]=1.CC([O-])=O.[K+].Br[C:32]1[CH:37]=[CH:36][C:35]([CH2:38][C:39]([O:41][CH3:42])=[O:40])=[CH:34][CH:33]=1.C(P(C(C)(C)C)C1C(C)=C(C)C(C)=C(C)C=1C1C(CCC)=CC(CCC)=CC=1CCC)(C)(C)C. Given the product [C:7]([C:6]1[C:2]([NH:1][C:32]2[CH:37]=[CH:36][C:35]([CH2:38][C:39]([O:41][CH3:42])=[O:40])=[CH:34][CH:33]=2)=[N:3][N:4]([C:10]2([CH2:23][C:24]#[N:25])[CH2:15][CH2:14][N:13]([C:16]([O:18][C:19]([CH3:20])([CH3:21])[CH3:22])=[O:17])[CH2:12][CH2:11]2)[CH:5]=1)(=[O:9])[NH2:8], predict the reactants needed to synthesize it.